Dataset: Full USPTO retrosynthesis dataset with 1.9M reactions from patents (1976-2016). Task: Predict the reactants needed to synthesize the given product. Given the product [F:33][C:30]1[CH:31]=[CH:32][C:27]([C:26]([NH:25][C:22]2[CH:21]=[CH:20][C:19]([NH:18][C:2]3[CH:11]=[CH:10][N:9]=[C:8]4[C:3]=3[C:4]3[CH:16]=[CH:15][CH:14]=[CH:13][C:5]=3[C:6](=[O:12])[NH:7]4)=[CH:24][CH:23]=2)=[O:38])=[C:28]([C:34]([F:35])([F:36])[F:37])[CH:29]=1, predict the reactants needed to synthesize it. The reactants are: Cl[C:2]1[CH:11]=[CH:10][N:9]=[C:8]2[C:3]=1[C:4]1[CH:16]=[CH:15][CH:14]=[CH:13][C:5]=1[C:6](=[O:12])[NH:7]2.Cl.[NH2:18][C:19]1[CH:24]=[CH:23][C:22]([NH:25][C:26](=[O:38])[C:27]2[CH:32]=[CH:31][C:30]([F:33])=[CH:29][C:28]=2[C:34]([F:37])([F:36])[F:35])=[CH:21][CH:20]=1.O.